Dataset: Reaction yield outcomes from USPTO patents with 853,638 reactions. Task: Predict the reaction yield, written as a fraction of the theoretical maximum amount of product (1.0 means a 100% yield; for example, 0.34 means a 34% yield). (1) The reactants are [CH3:1][C:2]1[CH:7]=[CH:6][C:5]([S:8](Cl)(=[O:10])=[O:9])=[CH:4][CH:3]=1.[CH3:12][C:13]1[O:17][C:16]([CH2:18][CH2:19][OH:20])=[CH:15][CH:14]=1. The catalyst is N1C=CC=CC=1. The product is [CH3:12][C:13]1[O:17][C:16]([CH2:18][CH2:19][OH:20])=[CH:15][CH:14]=1.[CH3:1][C:2]1[CH:7]=[CH:6][C:5]([S:8]([O-:10])(=[O:17])=[O:9])=[CH:4][CH:3]=1. The yield is 0.810. (2) The reactants are [C:1]([C:4]1[CH:13]=[CH:12][C:7]([C:8]([O:10][CH3:11])=[O:9])=[CH:6][CH:5]=1)(=[O:3])[CH3:2].[Br:14]Br. The catalyst is CC(O)=O. The product is [Br:14][CH2:2][C:1]([C:4]1[CH:13]=[CH:12][C:7]([C:8]([O:10][CH3:11])=[O:9])=[CH:6][CH:5]=1)=[O:3]. The yield is 0.820. (3) The reactants are [Br:1][C:2]1[CH:11]=[C:10]2[C:5]([N:6]=[CH:7][C:8](Cl)=[N:9]2)=[CH:4][CH:3]=1.[C:13]1([CH2:19][C:20]([NH2:22])=[O:21])[CH:18]=[CH:17][CH:16]=[CH:15][CH:14]=1.C(=O)([O-])[O-].[Cs+].[Cs+].CC1(C)C2C=CC=C(P(C3C=CC=CC=3)C3C=CC=CC=3)C=2OC2C1=CC=CC=2P(C1C=CC=CC=1)C1C=CC=CC=1. The catalyst is O1CCOCC1.[Cl-].[Na+].O.C([O-])(=O)C.[Pd+2].C([O-])(=O)C.O. The product is [Br:1][C:2]1[CH:11]=[C:10]2[C:5]([N:6]=[CH:7][C:8]([NH:22][C:20](=[O:21])[CH2:19][C:13]3[CH:18]=[CH:17][CH:16]=[CH:15][CH:14]=3)=[N:9]2)=[CH:4][CH:3]=1. The yield is 0.510. (4) The reactants are [CH3:1][C:2]1[CH:11]=[C:10]([CH3:12])[C:9]2[CH2:8][CH2:7][CH2:6][CH2:5][C:4]=2[C:3]=1[N:13]1[C:17]([C:18]([F:21])([F:20])[F:19])=[N:16][N:15]=[C:14]1[SH:22].Br[CH2:24][C:25]([O:27][CH2:28][CH3:29])=[O:26].C(=O)([O-])[O-].[K+].[K+].CN(C=O)C. The catalyst is C1COCC1.O. The product is [CH3:1][C:2]1[CH:11]=[C:10]([CH3:12])[C:9]2[CH2:8][CH2:7][CH2:6][CH2:5][C:4]=2[C:3]=1[N:13]1[C:17]([C:18]([F:21])([F:20])[F:19])=[N:16][N:15]=[C:14]1[S:22][CH2:24][C:25]([O:27][CH2:28][CH3:29])=[O:26]. The yield is 0.540.